This data is from Catalyst prediction with 721,799 reactions and 888 catalyst types from USPTO. The task is: Predict which catalyst facilitates the given reaction. (1) Reactant: [CH3:1][CH:2]([CH3:37])[CH2:3][C@H:4]([NH:25][C:26]([C:28]1[S:29][C:30]2[CH:36]=[CH:35][CH:34]=[CH:33][C:31]=2[CH:32]=1)=[O:27])[C:5]([NH:7][CH2:8][CH2:9][CH2:10][N:11]([CH3:24])S(C1C=CC=CC=1[N+]([O-])=O)(=O)=O)=[O:6].C1(S)C=CC=CC=1.C([O-])([O-])=O.[K+].[K+]. The catalyst class is: 3. Product: [CH3:1][CH:2]([CH3:37])[CH2:3][C@H:4]([NH:25][C:26]([C:28]1[S:29][C:30]2[CH:36]=[CH:35][CH:34]=[CH:33][C:31]=2[CH:32]=1)=[O:27])[C:5]([NH:7][CH2:8][CH2:9][CH2:10][NH:11][CH3:24])=[O:6]. (2) The catalyst class is: 7. Product: [CH3:18][O:17][C:7]1[C:5]2[N:6]=[C:2]([NH:1][C:34]([CH:31]3[CH2:32][CH2:33][O:28][CH2:29][CH2:30]3)=[O:35])[S:3][C:4]=2[C:10]([N:11]2[CH2:16][CH2:15][O:14][CH2:13][CH2:12]2)=[CH:9][CH:8]=1. Reactant: [NH2:1][C:2]1[S:3][C:4]2[C:10]([N:11]3[CH2:16][CH2:15][O:14][CH2:13][CH2:12]3)=[CH:9][CH:8]=[C:7]([O:17][CH3:18])[C:5]=2[N:6]=1.C(N(C(C)C)C(C)C)C.[O:28]1[CH2:33][CH2:32][CH:31]([C:34](Cl)=[O:35])[CH2:30][CH2:29]1.CO. (3) Reactant: [C:1]([O:5][C:6]([N:8]1[CH2:15][CH:14]2[N:16]([C:17]([O:19][C:20]([CH3:23])([CH3:22])[CH3:21])=[O:18])[CH:10]([CH2:11][C:12]([C:27]3[S:28][CH:29]=[C:30]([CH2:32][CH2:33][CH2:34][O:35][Si:36]([C:39]([CH3:42])([CH3:41])[CH3:40])([CH3:38])[CH3:37])[N:31]=3)=[C:13]2[C:24]([OH:26])=O)[CH2:9]1)=[O:7])([CH3:4])([CH3:3])[CH3:2].[CH:43]1([NH:46][CH2:47][C:48]2[CH:53]=[CH:52][CH:51]=[C:50]([Cl:54])[C:49]=2[Cl:55])[CH2:45][CH2:44]1.CCN(C(C)C)C(C)C.C1C=CC2N(O)N=NC=2C=1.CCN=C=NCCCN(C)C.Cl. Product: [C:1]([O:5][C:6]([N:8]1[CH2:15][CH:14]2[N:16]([C:17]([O:19][C:20]([CH3:23])([CH3:21])[CH3:22])=[O:18])[CH:10]([CH2:11][C:12]([C:27]3[S:28][CH:29]=[C:30]([CH2:32][CH2:33][CH2:34][O:35][Si:36]([C:39]([CH3:41])([CH3:42])[CH3:40])([CH3:38])[CH3:37])[N:31]=3)=[C:13]2[C:24](=[O:26])[N:46]([CH:43]2[CH2:44][CH2:45]2)[CH2:47][C:48]2[CH:53]=[CH:52][CH:51]=[C:50]([Cl:54])[C:49]=2[Cl:55])[CH2:9]1)=[O:7])([CH3:2])([CH3:3])[CH3:4]. The catalyst class is: 79. (4) Reactant: C([Si]([O:8][CH2:9][CH:10]1[CH2:14][C:13]2[CH:15]=[CH:16][CH:17]=[C:18]([O:19][CH3:20])[C:12]=2[O:11]1)(C)C)(C)(C)C.[F-].C([N+](CCCC)(CCCC)CCCC)CCC. Product: [CH3:20][O:19][C:18]1[C:12]2[O:11][CH:10]([CH2:9][OH:8])[CH2:14][C:13]=2[CH:15]=[CH:16][CH:17]=1. The catalyst class is: 30. (5) Reactant: [Br:1][C:2]1[CH:7]=[CH:6][C:5]([OH:8])=[CH:4][CH:3]=1.C[O-].[Na+].[N:12]1[CH:17]=[CH:16][CH:15]=[C:14]2[C:18](=[O:21])[O:19][CH2:20][C:13]=12.Cl. Product: [Br:1][C:2]1[CH:7]=[CH:6][C:5]([O:8][CH2:20][C:13]2[N:12]=[CH:17][CH:16]=[CH:15][C:14]=2[C:18]([OH:21])=[O:19])=[CH:4][CH:3]=1. The catalyst class is: 24. (6) Reactant: [Cl:1][C:2]1[C:7]([C:8]([N:10]([CH2:18][CH2:19][OH:20])[C:11]2[CH:16]=[CH:15][C:14]([I:17])=[CH:13][CH:12]=2)=[O:9])=[C:6](Cl)[N:5]=[CH:4][N:3]=1.C(=O)([O-])[O-].[K+].[K+]. Product: [Cl:1][C:2]1[C:7]2[C:8](=[O:9])[N:10]([C:11]3[CH:16]=[CH:15][C:14]([I:17])=[CH:13][CH:12]=3)[CH2:18][CH2:19][O:20][C:6]=2[N:5]=[CH:4][N:3]=1. The catalyst class is: 3.